From a dataset of Reaction yield outcomes from USPTO patents with 853,638 reactions. Predict the reaction yield, written as a fraction of the theoretical maximum amount of product (1.0 means a 100% yield; for example, 0.34 means a 34% yield). (1) The reactants are C([O:3][C:4](=[O:23])[CH:5](C#N)[CH:6]([C:14]1[CH:19]=[CH:18][C:17]([Br:20])=[CH:16][CH:15]=1)[C:7]1[CH:12]=[CH:11][C:10]([Cl:13])=[CH:9][CH:8]=1)C.C(O)(=O)C.S(=O)(=O)(O)O. The catalyst is O. The product is [Br:20][C:17]1[CH:16]=[CH:15][C:14]([CH:6]([C:7]2[CH:8]=[CH:9][C:10]([Cl:13])=[CH:11][CH:12]=2)[CH2:5][C:4]([OH:23])=[O:3])=[CH:19][CH:18]=1. The yield is 0.500. (2) The reactants are [O:1]1[C:5]2[CH:6]=[CH:7][C:8]([C:10]3(O)[C:18]4[C:13](=[N:14][CH:15]=[CH:16][CH:17]=4)[N:12]([CH2:19][CH2:20][CH2:21][CH2:22][CH3:23])[C:11]3=[O:24])=[CH:9][C:4]=2[O:3][CH2:2]1.C(N(C(C)C)CC)(C)C.S(Cl)(Cl)=O.[CH2:39]([NH2:46])[C:40]1[CH:45]=[CH:44][CH:43]=[CH:42][CH:41]=1. The catalyst is ClCCl.O. The product is [O:1]1[C:5]2[CH:6]=[CH:7][C:8]([C:10]3([NH:46][CH2:39][C:40]4[CH:45]=[CH:44][CH:43]=[CH:42][CH:41]=4)[C:18]4[C:13](=[N:14][CH:15]=[CH:16][CH:17]=4)[N:12]([CH2:19][CH2:20][CH2:21][CH2:22][CH3:23])[C:11]3=[O:24])=[CH:9][C:4]=2[O:3][CH2:2]1. The yield is 0.730. (3) The reactants are [CH3:1][C:2]1[N:11]=[CH:10][C:9]2[C:4](=[CH:5][CH:6]=[CH:7][C:8]=2F)[N:3]=1.C(N(CC)CC)C.[NH:20]1[CH2:25][CH2:24][NH:23][CH2:22][CH2:21]1.O. The catalyst is CN(C)C=O. The product is [CH3:1][C:2]1[N:11]=[CH:10][C:9]2[C:4](=[CH:5][CH:6]=[CH:7][C:8]=2[N:20]2[CH2:25][CH2:24][NH:23][CH2:22][CH2:21]2)[N:3]=1. The yield is 0.640. (4) The reactants are [CH3:1][O:2][C:3]1[CH:20]=[CH:19][CH:18]=[CH:17][C:4]=1[C:5]([NH:7][C:8]1[S:9][CH:10]=[C:11]([CH3:16])[C:12]=1[C:13]([NH2:15])=[O:14])=O.[OH-].[Na+].CCO. The catalyst is O. The product is [CH3:1][O:2][C:3]1[CH:20]=[CH:19][CH:18]=[CH:17][C:4]=1[C:5]1[NH:15][C:13](=[O:14])[C:12]2[C:11]([CH3:16])=[CH:10][S:9][C:8]=2[N:7]=1. The yield is 0.610. (5) The reactants are [C:1]([O:8][C@H:9]1[CH2:13][C@@H:12]([O:14][Si:15]([C:18]([CH3:21])([CH3:20])[CH3:19])([CH3:17])[CH3:16])[C@H:11](/[CH:22]=[CH:23]/[C@@H:24]([O:37][Si:38]([CH2:43][CH3:44])([CH2:41][CH3:42])[CH2:39][CH3:40])[CH2:25][O:26][C:27]2[CH:32]=[CH:31][CH:30]=[C:29]([C:33]([F:36])([F:35])[F:34])[CH:28]=2)[C@H:10]1[CH2:45][CH:46]=C)(=[O:7])[CH2:2][CH2:3][CH2:4][CH:5]=C. The catalyst is ClCCl.Cl[Ru](=CC1C=CC=CC=1)([P](C1CCCCC1)(C1CCCCC1)C1CCCCC1)([P](C1CCCCC1)(C1CCCCC1)C1CCCCC1)Cl. The product is [Si:15]([O:14][C@@H:12]1[CH2:13][C@@H:9]2[O:8][C:1](=[O:7])[CH2:2][CH2:3][CH2:4][CH:5]=[CH:46][CH2:45][C@@H:10]2[C@H:11]1/[CH:22]=[CH:23]/[C@@H:24]([O:37][Si:38]([CH2:41][CH3:42])([CH2:39][CH3:40])[CH2:43][CH3:44])[CH2:25][O:26][C:27]1[CH:32]=[CH:31][CH:30]=[C:29]([C:33]([F:35])([F:36])[F:34])[CH:28]=1)([C:18]([CH3:19])([CH3:20])[CH3:21])([CH3:16])[CH3:17]. The yield is 0.160. (6) The reactants are [Cl:1][C:2]1[CH:3]=[C:4]2[C:9](=[CH:10][CH:11]=1)[N:8]([C@H:12]([CH3:16])[C:13]([OH:15])=O)[CH2:7][CH2:6][CH2:5]2.CN(C(ON1N=NC2C=CC=NC1=2)=[N+](C)C)C.F[P-](F)(F)(F)(F)F.[C:41]1([N:47]2[CH2:52][CH2:51][NH:50][CH2:49][CH2:48]2)[CH:46]=[CH:45][CH:44]=[CH:43][CH:42]=1.C(=O)(O)[O-].[Na+]. The catalyst is C(Cl)Cl.CN(C=O)C. The product is [Cl:1][C:2]1[CH:3]=[C:4]2[C:9](=[CH:10][CH:11]=1)[N:8]([C@H:12]([CH3:16])[C:13]([N:50]1[CH2:51][CH2:52][N:47]([C:41]3[CH:46]=[CH:45][CH:44]=[CH:43][CH:42]=3)[CH2:48][CH2:49]1)=[O:15])[CH2:7][CH2:6][CH2:5]2. The yield is 0.540. (7) The reactants are [NH2:1][C:2]1[CH:9]=[CH:8][C:5]([C:6]#[N:7])=[CH:4][CH:3]=1.P(=O)(O)(O)O.[N+]([O-])(O)=O.[N:19]([O-])=O.[Na+].[CH3:23][C:24](=[O:29])[CH2:25][C:26](=[O:28])[CH3:27].C([O-])(=O)C.[K+].C([O-])([O-])=O.[Na+].[Na+]. The catalyst is C(O)C. The product is [C:26]([C:25](=[N:19][NH:1][C:2]1[CH:9]=[CH:8][C:5]([C:6]#[N:7])=[CH:4][CH:3]=1)[C:24](=[O:29])[CH3:23])(=[O:28])[CH3:27]. The yield is 0.290.